Dataset: Experimentally validated miRNA-target interactions with 360,000+ pairs, plus equal number of negative samples. Task: Binary Classification. Given a miRNA mature sequence and a target amino acid sequence, predict their likelihood of interaction. (1) The miRNA is hsa-miR-4284 with sequence GGGCUCACAUCACCCCAU. The protein sequence of the target gene is MGDLKSGFEEVDGVRLGYLIIKGKQMFALSQVFTDLLKNIPRTTVHKRMDHLKVKKHHCDLEELRKLKAINSIAFHAAKCTLISREDVEALYTSCKTERVLKTKRRRVGRALATKAPPPERAAAASPRPGFWKDKHQLWRGLSGAARPLPISAQSQRPGAAAARPAAHLPQIFSKYPGSHYPEIVRSPCKPPLNYETAPLQGNYVAFPSDPAYFRSLLCSKHPAAAAAAAAAAAAAAAAAAAAAYYQVSAAGPQPKAAAGAGGPGSLSYRCKRKRGGAKDCLLAPHAGARRLLLLPRSYK.... Result: 1 (interaction). (2) The miRNA is hsa-miR-6744-3p with sequence GGGCCUCUCUUGUCAUCCUGCAG. The protein sequence of the target gene is MLLLLSDQLLLTALRKPNPQAMAALFLSAPPQAEVTFEDVAVYLSREEWGRLGPAQRGLYRDVMLETYGNLVSLGVGPAGPKPGVISQLERGDEPWVLDVQGTSGKEHLRVNSPALGTRTEYKELTSQETFGEEDPQGSEPVEACDHISKSEGSLEKLVEQRGPRAVTLTNGESSRESGGNLRLLSRPVPDQRPHKCDICEQSFEQRSYLNNHKRVHRSKKTNTVRNSGEIFSANLVVKEDQKIPTGKKLHYCSYCGKTFRYSANLVKHQRLHTEEKPYKCDECGKAFSQSCEFINHRRM.... Result: 1 (interaction). (3) The miRNA is hsa-miR-3117-5p with sequence AGACACUAUACGAGUCAUAU. The protein sequence of the target gene is MHIKSIILEGFKSYAQRTEVNGFDPLFNAITGLNGSGKSNILDSICFLLGISNLSQVRASNLQDLVYKNGQAGITKASVSITFDNSDKKQSPLGFEVHDEITVTRQVVIGGRNKYLINGVNANNTRVQDLFCSVGLNVNNPHFLIMQGRITKVLNMKPPEILSMIEEAAGTRMYEYKKIAAQKTIEKKEAKLKEIKTILEEEITPTIQKLKEERSSYLEYQKVMREIEHLSRLYIAYQFLLAEDTKVRSAEELKEMQDKVIKLQEELSENDKKIKALNHEIEELEKRKDKETGGILRSLE.... Result: 1 (interaction). (4) The miRNA is hsa-miR-6871-3p with sequence CAGCACCCUGUGGCUCCCACAG. The protein sequence of the target gene is MGKSCKVVVCGQASVGKTSILEQLLYGNHVVGSEMIETQEDIYVGSIETDRGVREQVRFYDTRGLRDGAELPRHCFSCTDGYVLVYSTDSRESFQRVELLKKEIDKSKDKKEVTIVVLGNKCDLQEQRRVDPDVAQHWAKSEKVKLWEVSVADRRSLLEPFVYLASKMTQPQSKSAFPLSRKNKGSGSLDG. Result: 1 (interaction). (5) The miRNA is mmu-miR-384-5p with sequence UGUAAACAAUUCCUAGGCAAUGU. The protein sequence of the target gene is MATLARLQARSSTVGNQYYFRNSVVDPFRKKENDAAVKIQSWFRGCQVRAYIRHLNRIVTIIQKWWRSFLGRKQYQLTVQVAYYTMMMNLYNAMAVRIQRRWRGYRVRKYLFNYYYLKEYLKVVSETNDAIRKALEEFAEMKEREEKKANLEREEKKRDYQARKMHYLLSTKQIPGIYNSPFRKEPDPWELQLQKAKPLTHRRPKVKQKDSTSLTDWLACTSARSFPRSEILPPINRKQCQGPFRDITEVLEQRYRPLEPTLRVAEPIDELKLAREELRREEWLQNVNDNMFLPFSSYHK.... Result: 0 (no interaction). (6) The miRNA is hsa-miR-3163 with sequence UAUAAAAUGAGGGCAGUAAGAC. The protein sequence of the target gene is MGPGWAGLLQDKGGGSPSVVMSDTDSDEESAGGGPFSLTGFLFGNINGAGQLEGESVLDDECKKHLAGLGALGLGSLITELTANEELSGSDGALVNDEGWIRSREDAVDYSDINEVAEDESRRYQQTMGSLQPLCHTDYDEDDYDADCEDIDCKLMPPPPPPPGPLKKEKDQDDITGVSEDGEGIILPSIIAPSSLASEKVDFSSSSDSESEMGPQDAAQSESKDGQLTLPLAGIMQHDATKLLPSVTELFPEFRPGKVLRFLRLFGPGKNVPSVWRSARRKRKKKHRELIQEGQVQEEE.... Result: 0 (no interaction). (7) The protein sequence of the target gene is MSNITIDPDVKPGEYVIKSLFAEFAVQAEKKIEVVMAEPLEKLLSRSLQRGEDLQFDQLISSMSSVAEHCLPSLLRTLFDWYRRQNGTEDESYEYRPRSSTKSKGDEQQRERDYLLERRDLAVDFIFCLVLVEVLKQIPVHPVPDPLVHEVLNLAFKHFKHKEGYSGTNTGNVHIIADLYAEVIGVLAQSKFQAVRKKFVTELKELRQKEQSPHVVQSVISLIMGMKFFRVKMYPVEDFEASFQFMQECAQYFLEVKDKDIKHALAGLFVEILIPVAAAVKNEVNVPCLKNFVEMLYQTT.... The miRNA is hsa-miR-372-3p with sequence AAAGUGCUGCGACAUUUGAGCGU. Result: 0 (no interaction). (8) The miRNA is hsa-miR-4465 with sequence CUCAAGUAGUCUGACCAGGGGA. The protein sequence of the target gene is MALLAEHLLKPLPADKQIETGPFLEAVSHLPPFFDCLGSPVFTPIKADISGNITKIKAVYDTNPAKFRTLQNILEVEKEMYGAEWPKVGATLALMWLKRGLRFIQVFLQSICDGERDENHPNLIRVNATKAYEMALKKYHGWIVQKIFQAALYAAPYKSDFLKALSKGQNVTEEECLEKIRLFLVNYTATIDVIYEMYTQMNAELNYKV. Result: 1 (interaction). (9) The miRNA is hsa-miR-4633-3p with sequence AGGAGCUAGCCAGGCAUAUGCA. The protein sequence of the target gene is MLGQLLPHTARGLGAAEMPGQGPGSDWTERSSSAEPPAVAGTEGGGGGSAGYSCYQNSKGSDRIKDGYKVNSHIAKLQELWKTPQNQTIHLSKSMMEASFFKHPDLTTGQKRYLCSIAKIYNANYLKMLMKRQYMHVLQHSSQKPGVLTHHRSRLSSRYSQKQHYPCTTWRHQLEREDSGSSDIAAASAPEMLIQHSLWRPVRNKEGIKTGYASKTRCKSLKIFRRPRKLFMQTVSSDDSESHMSEEKKEEDLLNNFMQSMSIEEQGEHLMLT. Result: 0 (no interaction).